Predict the product of the given reaction. From a dataset of Forward reaction prediction with 1.9M reactions from USPTO patents (1976-2016). (1) Given the reactants Br[CH2:2][CH2:3][CH2:4][N:5]1[C:13]2[C:8](=[C:9]([N+:14]([O-:16])=[O:15])[CH:10]=[CH:11][CH:12]=2)[CH:7]=[CH:6]1.C(=O)([O-])[O-].[K+].[K+].[NH:23]1[CH2:28][CH2:27][O:26][CH2:25][CH2:24]1, predict the reaction product. The product is: [N+:14]([C:9]1[CH:10]=[CH:11][CH:12]=[C:13]2[C:8]=1[CH:7]=[CH:6][N:5]2[CH2:4][CH2:3][CH2:2][N:23]1[CH2:28][CH2:27][O:26][CH2:25][CH2:24]1)([O-:16])=[O:15]. (2) Given the reactants Cl[C:2]1[N:7]=[C:6]([C:8]2[CH:17]=[CH:16][C:15]3[C:10](=[CH:11][CH:12]=[CH:13][CH:14]=3)[CH:9]=2)[CH:5]=[CH:4][N:3]=1.[NH2:18][CH:19]([C:26]([OH:28])=[O:27])[CH2:20][C:21]1[N:25]=[CH:24][NH:23][CH:22]=1.[H-].[Na+], predict the reaction product. The product is: [NH:23]1[CH:22]=[C:21]([CH2:20][CH:19]([NH:18][C:2]2[N:7]=[C:6]([C:8]3[CH:17]=[CH:16][C:15]4[C:10](=[CH:11][CH:12]=[CH:13][CH:14]=4)[CH:9]=3)[CH:5]=[CH:4][N:3]=2)[C:26]([OH:28])=[O:27])[N:25]=[CH:24]1.